Dataset: Catalyst prediction with 721,799 reactions and 888 catalyst types from USPTO. Task: Predict which catalyst facilitates the given reaction. (1) The catalyst class is: 8. Reactant: [CH2:1]([O:8][C:9]1[CH:14]=[CH:13][C:12]([I:15])=[CH:11][C:10]=1[CH2:16]CBr)[C:2]1[CH:7]=[CH:6][CH:5]=[CH:4][CH:3]=1.[C:19]([O:23][C:24]([NH:26][CH:27]([C:33]([O:35][CH2:36][CH3:37])=[O:34])[C:28]([O:30][CH2:31][CH3:32])=[O:29])=[O:25])([CH3:22])([CH3:21])[CH3:20].[O-]CC.[Na+]. Product: [CH2:1]([O:8][C:9]1[CH:14]=[CH:13][C:12]([I:15])=[CH:11][C:10]=1[CH2:16][C:27]([NH:26][C:24]([O:23][C:19]([CH3:22])([CH3:20])[CH3:21])=[O:25])([C:28]([O:30][CH2:31][CH3:32])=[O:29])[C:33]([O:35][CH2:36][CH3:37])=[O:34])[C:2]1[CH:3]=[CH:4][CH:5]=[CH:6][CH:7]=1. (2) Reactant: Cl[C:2]1[CH:3]=[CH:4][N:5]=[C:6]2[C:11]=1[N:10]=[CH:9][C:8]([O:12][CH3:13])=[CH:7]2.[C:14]([C:18]1[CH:23]=[CH:22][C:21]([C:24]2[C:33]3[C:28](=[CH:29][CH:30]=[CH:31][CH:32]=3)[C:27]([NH:34][C:35]3[CH:40]=[CH:39][C:38]([OH:41])=[CH:37][CH:36]=3)=[N:26][N:25]=2)=[CH:20][CH:19]=1)([CH3:17])([CH3:16])[CH3:15].C(=O)([O-])[O-].[Cs+].[Cs+]. Product: [C:14]([C:18]1[CH:23]=[CH:22][C:21]([C:24]2[C:33]3[C:28](=[CH:29][CH:30]=[CH:31][CH:32]=3)[C:27]([NH:34][C:35]3[CH:36]=[CH:37][C:38]([O:41][C:2]4[C:11]5[C:6](=[CH:7][C:8]([O:12][CH3:13])=[CH:9][N:10]=5)[N:5]=[CH:4][CH:3]=4)=[CH:39][CH:40]=3)=[N:26][N:25]=2)=[CH:20][CH:19]=1)([CH3:17])([CH3:15])[CH3:16]. The catalyst class is: 3.